From a dataset of Reaction yield outcomes from USPTO patents with 853,638 reactions. Predict the reaction yield, written as a fraction of the theoretical maximum amount of product (1.0 means a 100% yield; for example, 0.34 means a 34% yield). The reactants are [C:1]1([C:29]2[CH:34]=[CH:33][CH:32]=[CH:31][CH:30]=2)[CH:6]=[CH:5][C:4]([NH:7][C:8](=[O:28])[C:9]2[CH:14]=[CH:13][C:12]([S:15]([CH3:17])=[O:16])=[C:11]([NH:18][C:19](=[O:27])[CH2:20][N:21]3[CH2:26][CH2:25][O:24][CH2:23][CH2:22]3)[CH:10]=2)=[CH:3][CH:2]=1.[OH:35]OS([O-])=O.[K+].ClCCl.S([O-])(O)=O.[Na+]. The catalyst is CO.O. The product is [C:1]1([C:29]2[CH:30]=[CH:31][CH:32]=[CH:33][CH:34]=2)[CH:2]=[CH:3][C:4]([NH:7][C:8](=[O:28])[C:9]2[CH:14]=[CH:13][C:12]([S:15]([CH3:17])(=[O:35])=[O:16])=[C:11]([NH:18][C:19](=[O:27])[CH2:20][N:21]3[CH2:26][CH2:25][O:24][CH2:23][CH2:22]3)[CH:10]=2)=[CH:5][CH:6]=1. The yield is 0.330.